From a dataset of Full USPTO retrosynthesis dataset with 1.9M reactions from patents (1976-2016). Predict the reactants needed to synthesize the given product. (1) Given the product [NH:21]1[C:20]2[CH:24]=[CH:25][C:17]([C:15]([N:11]3[CH2:12][CH2:13][C:14]4=[C:6]([C:4]([OH:5])=[O:3])[NH:7][N:8]=[C:9]4[CH2:10]3)=[O:16])=[CH:18][C:19]=2[N:23]=[N:22]1, predict the reactants needed to synthesize it. The reactants are: C([O:3][C:4]([C:6]1[NH:7][N:8]=[C:9]2[C:14]=1[CH2:13][CH2:12][N:11]([C:15]([C:17]1[CH:25]=[CH:24][C:20]3[NH:21][N:22]=[N:23][C:19]=3[CH:18]=1)=[O:16])[CH2:10]2)=[O:5])C.[OH-].[Na+].C(O)C.Cl. (2) Given the product [Cl:24][C:25]1[C:26]([CH3:34])=[C:27]([C:2]2[CH:3]=[C:4]3[C:8]4=[C:9]([CH2:11][CH2:12][N:7]4[C@H:6]4[CH2:13][CH2:14][N:15]([C:17]([O:19][C:20]([CH3:21])([CH3:22])[CH3:23])=[O:18])[CH2:16][C@@H:5]34)[CH:10]=2)[CH:28]=[CH:29][CH:30]=1, predict the reactants needed to synthesize it. The reactants are: Br[C:2]1[CH:3]=[C:4]2[C:8]3=[C:9]([CH2:11][CH2:12][N:7]3[C@H:6]3[CH2:13][CH2:14][N:15]([C:17]([O:19][C:20]([CH3:23])([CH3:22])[CH3:21])=[O:18])[CH2:16][C@@H:5]23)[CH:10]=1.[Cl:24][C:25]1[C:26]([CH3:34])=[C:27](B(O)O)[CH:28]=[CH:29][CH:30]=1. (3) Given the product [CH3:11][O:12][C:2]1[CH:3]=[C:4]2[CH:5]=[CH:6][NH:7][C:8]2=[N:9][CH:10]=1, predict the reactants needed to synthesize it. The reactants are: Br[C:2]1[CH:3]=[C:4]2[C:8](=[N:9][CH:10]=1)[NH:7][CH:6]=[CH:5]2.[CH3:11][O-:12].[Na+].O.[Cl-].[NH4+].[OH-].[NH4+]. (4) Given the product [CH3:31][O:32][C:33](=[O:57])[CH2:34][O:35][C:36]1[CH:41]=[CH:40][C:39]([CH2:42][NH:43][C:44]([O:46][C:47]([CH3:50])([CH3:48])[CH3:49])=[O:45])=[CH:38][C:37]=1[CH:51]1[CH2:52][CH2:53][N:54]([C:19]([C:7]2[C:8]3[C:13](=[C:12]([O:14][C:15]([F:18])([F:16])[F:17])[CH:11]=[CH:10][CH:9]=3)[N:5]([CH2:4][CH2:3][O:2][CH3:1])[CH:6]=2)=[O:20])[CH2:55][CH2:56]1, predict the reactants needed to synthesize it. The reactants are: [CH3:1][O:2][CH2:3][CH2:4][N:5]1[C:13]2[C:8](=[CH:9][CH:10]=[CH:11][C:12]=2[O:14][C:15]([F:18])([F:17])[F:16])[C:7]([C:19](O)=[O:20])=[CH:6]1.CCN(C(C)C)C(C)C.[CH3:31][O:32][C:33](=[O:57])[CH2:34][O:35][C:36]1[CH:41]=[CH:40][C:39]([CH2:42][NH:43][C:44]([O:46][C:47]([CH3:50])([CH3:49])[CH3:48])=[O:45])=[CH:38][C:37]=1[CH:51]1[CH2:56][CH2:55][NH:54][CH2:53][CH2:52]1.CCN=C=NCCCN(C)C. (5) Given the product [Cl:1][C:2]1[C:11]2[C:10](=[O:12])[NH:9][CH:8]=[N:7][C:6]=2[N:5]([CH3:22])[C:4](=[O:23])[C:3]=1[CH3:24], predict the reactants needed to synthesize it. The reactants are: [Cl:1][C:2]1[C:11]2[C:10](=[O:12])[N:9](CC3C=CC(OC)=CC=3)[CH:8]=[N:7][C:6]=2[N:5]([CH3:22])[C:4](=[O:23])[C:3]=1[CH3:24]. (6) Given the product [C:22]1([C:19]2[CH:18]=[CH:17][C:16]3[C:21](=[C:8]([C:6]4[N:7]=[C:2]([Br:1])[CH:3]=[CH:4][CH:5]=4)[C:9]4[C:14]([C:15]=3[C:29]3[N:30]=[C:31]([Br:35])[CH:32]=[CH:33][CH:34]=3)=[CH:13][CH:12]=[CH:11][CH:10]=4)[CH:20]=2)[CH:27]=[CH:26][CH:25]=[CH:24][CH:23]=1, predict the reactants needed to synthesize it. The reactants are: [Br:1][C:2]1[N:7]=[C:6]([C:8]2(O)[C:21]3[CH:20]=[C:19]([C:22]4[CH:27]=[CH:26][CH:25]=[CH:24][CH:23]=4)[CH:18]=[CH:17][C:16]=3[C:15]([C:29]3[CH:34]=[CH:33][CH:32]=[C:31]([Br:35])[N:30]=3)(O)[C:14]3[C:9]2=[CH:10][CH:11]=[CH:12][CH:13]=3)[CH:5]=[CH:4][CH:3]=1.O.[PH2]([O-])=O.[Na+].[I-].[K+].C(O)(=O)C. (7) Given the product [CH2:22]([N:9]1[N:8]=[C:7]([C:14]2[CH:19]=[CH:18][C:17]([F:20])=[CH:16][CH:15]=2)[C:6]2[CH:21]=[C:2]([F:1])[CH:3]=[CH:4][C:5]=2[CH2:11][S:10]1(=[O:12])=[O:13])[CH2:23][CH2:24][CH3:25], predict the reactants needed to synthesize it. The reactants are: [F:1][C:2]1[CH:3]=[CH:4][C:5]2[CH2:11][S:10](=[O:13])(=[O:12])[NH:9][N:8]=[C:7]([C:14]3[CH:19]=[CH:18][C:17]([F:20])=[CH:16][CH:15]=3)[C:6]=2[CH:21]=1.[CH2:22](I)[CH2:23][CH2:24][CH3:25]. (8) Given the product [NH:5]1[CH:6]=[CH:7][CH:8]=[CH:4]1.[CH:8]1[CH:7]=[C:6]([CH2:3][C:4]2[NH:5][CH:6]=[CH:7][CH:8]=2)[NH:5][CH:4]=1, predict the reactants needed to synthesize it. The reactants are: [Li+].[BH4-].[CH3:3][C:4]1[NH:5][CH:6]=[CH:7][C:8]=1C1C=CC(I)=CC=1. (9) The reactants are: [Cl:1][C:2]1[CH:10]=[CH:9][C:5]([C:6](Cl)=[O:7])=[CH:4][CH:3]=1.[C:11]([Cu])#[N:12]. Given the product [Cl:1][C:2]1[CH:10]=[CH:9][C:5]([C:6](=[O:7])[C:11]#[N:12])=[CH:4][CH:3]=1, predict the reactants needed to synthesize it.